The task is: Predict the product of the given reaction.. This data is from Forward reaction prediction with 1.9M reactions from USPTO patents (1976-2016). (1) Given the reactants [H-].[Na+].[NH:3]1[CH:7]=[CH:6][CH:5]=[N:4]1.C(OC(=O)[N:14]([C:22]1[CH:27]=[CH:26][C:25]([Cl:28])=[CH:24][CH:23]=1)[C:15]1[CH:20]=[N:19][CH:18]=[C:17](Cl)[N:16]=1)(C)(C)C.C(OCC)(=O)C.CCCCCCC, predict the reaction product. The product is: [Cl:28][C:25]1[CH:24]=[CH:23][C:22]([NH:14][C:15]2[CH:20]=[N:19][CH:18]=[C:17]([N:3]3[CH:7]=[CH:6][CH:5]=[N:4]3)[N:16]=2)=[CH:27][CH:26]=1. (2) Given the reactants Cl[CH:2]([CH3:14])[C:3]([NH:5][CH2:6][CH2:7][C:8]1[CH:13]=[CH:12][CH:11]=[CH:10][CH:9]=1)=[O:4].[Cl-].[Cl-].[Cl-].[Al+3], predict the reaction product. The product is: [CH3:14][CH:2]1[C:9]2[CH:10]=[CH:11][CH:12]=[CH:13][C:8]=2[CH2:7][CH2:6][NH:5][C:3]1=[O:4]. (3) Given the reactants [CH2:1]([O:8][C:9]1[C:10]([C:27]([O:29][CH3:30])=[O:28])=[N:11][NH:12][C:13]=1[C:14]([N:16]([CH2:18][C@H:19](O)[C:20]1[CH:25]=[CH:24][CH:23]=[CH:22][CH:21]=1)[CH3:17])=[O:15])[C:2]1[CH:7]=[CH:6][CH:5]=[CH:4][CH:3]=1.C1(P(C2C=CC=CC=2)C2C=CC=CC=2)C=CC=CC=1.N(C(OCC)=O)=NC(OCC)=O, predict the reaction product. The product is: [CH2:1]([O:8][C:9]1[C:10]([C:27]([O:29][CH3:30])=[O:28])=[N:11][N:12]2[C@@H:19]([C:20]3[CH:25]=[CH:24][CH:23]=[CH:22][CH:21]=3)[CH2:18][N:16]([CH3:17])[C:14](=[O:15])[C:13]=12)[C:2]1[CH:7]=[CH:6][CH:5]=[CH:4][CH:3]=1. (4) Given the reactants [CH3:1][O:2][CH2:3][CH:4]1[CH2:10][CH:9]2[NH:11][CH:6]([CH2:7][CH2:8]2)[CH2:5]1.C(N(CC)CC)C.[Cl:19][C:20]1[N:21]=[C:22](Cl)[C:23]2[C:28]([C:29]3[CH:34]=[CH:33][CH:32]=[CH:31][CH:30]=3)=[C:27]([C:35]([O:37][CH3:38])=[O:36])[S:26][C:24]=2[N:25]=1, predict the reaction product. The product is: [CH3:38][O:37][C:35]([C:27]1[S:26][C:24]2[N:25]=[C:20]([Cl:19])[N:21]=[C:22]([N:11]3[CH:6]4[CH2:7][CH2:8][CH:9]3[CH2:10][CH:4]([CH2:3][O:2][CH3:1])[CH2:5]4)[C:23]=2[C:28]=1[C:29]1[CH:34]=[CH:33][CH:32]=[CH:31][CH:30]=1)=[O:36]. (5) Given the reactants O[CH:2]1[CH2:5][C:4]2([CH2:10][CH2:9][N:8]([C:11]([O:13][C:14]([CH3:17])([CH3:16])[CH3:15])=[O:12])[CH2:7][CH2:6]2)[CH2:3]1.CCN(S(F)(F)[F:24])CC, predict the reaction product. The product is: [F:24][CH:2]1[CH2:5][C:4]2([CH2:10][CH2:9][N:8]([C:11]([O:13][C:14]([CH3:17])([CH3:16])[CH3:15])=[O:12])[CH2:7][CH2:6]2)[CH2:3]1. (6) Given the reactants [N+]([C:4]1[CH:9]=[CH:8][C:7]([C:10]2[N:14]=[CH:13][NH:12][N:11]=2)=[CH:6][CH:5]=1)([O-])=O.[C:15](C1C=CC(C(N)=O)=CC=1)#[N:16].O.NN.CCOCC, predict the reaction product. The product is: [NH:12]1[CH:13]=[N:14][C:10]([C:7]2[CH:8]=[CH:9][C:4]([C:15]#[N:16])=[CH:5][CH:6]=2)=[N:11]1. (7) Given the reactants [OH-].[Na+].C([O:5][C:6]([C:8]1[C:12]([C:13](=[O:30])[NH:14][C:15]2[CH:20]=[CH:19][N:18]3[CH:21]=[C:22]([C:24]4[CH:29]=[CH:28][CH:27]=[CH:26][CH:25]=4)[N:23]=[C:17]3[N:16]=2)=[CH:11][N:10]([CH3:31])[N:9]=1)=[O:7])C.O.Cl, predict the reaction product. The product is: [CH3:31][N:10]1[CH:11]=[C:12]([C:13](=[O:30])[NH:14][C:15]2[CH:20]=[CH:19][N:18]3[CH:21]=[C:22]([C:24]4[CH:29]=[CH:28][CH:27]=[CH:26][CH:25]=4)[N:23]=[C:17]3[N:16]=2)[C:8]([C:6]([OH:7])=[O:5])=[N:9]1.